Dataset: NCI-60 drug combinations with 297,098 pairs across 59 cell lines. Task: Regression. Given two drug SMILES strings and cell line genomic features, predict the synergy score measuring deviation from expected non-interaction effect. (1) Drug 1: CCC1=C2CN3C(=CC4=C(C3=O)COC(=O)C4(CC)O)C2=NC5=C1C=C(C=C5)O. Drug 2: C1CN(P(=O)(OC1)NCCCl)CCCl. Cell line: SK-OV-3. Synergy scores: CSS=16.1, Synergy_ZIP=-4.63, Synergy_Bliss=1.96, Synergy_Loewe=-24.7, Synergy_HSA=-0.249. (2) Drug 1: CC1C(C(CC(O1)OC2CC(CC3=C2C(=C4C(=C3O)C(=O)C5=C(C4=O)C(=CC=C5)OC)O)(C(=O)C)O)N)O.Cl. Drug 2: CC1C(C(CC(O1)OC2CC(CC3=C2C(=C4C(=C3O)C(=O)C5=CC=CC=C5C4=O)O)(C(=O)C)O)N)O. Cell line: IGROV1. Synergy scores: CSS=49.9, Synergy_ZIP=4.58, Synergy_Bliss=8.45, Synergy_Loewe=0.585, Synergy_HSA=7.92. (3) Drug 1: C1CC(=O)NC(=O)C1N2CC3=C(C2=O)C=CC=C3N. Drug 2: CN(C(=O)NC(C=O)C(C(C(CO)O)O)O)N=O. Cell line: HCC-2998. Synergy scores: CSS=-2.93, Synergy_ZIP=0.536, Synergy_Bliss=-1.46, Synergy_Loewe=-2.03, Synergy_HSA=-2.24. (4) Drug 1: CC1=C2C(C(=O)C3(C(CC4C(C3C(C(C2(C)C)(CC1OC(=O)C(C(C5=CC=CC=C5)NC(=O)C6=CC=CC=C6)O)O)OC(=O)C7=CC=CC=C7)(CO4)OC(=O)C)O)C)OC(=O)C. Drug 2: C(CC(=O)O)C(=O)CN.Cl. Cell line: NCI-H460. Synergy scores: CSS=64.9, Synergy_ZIP=-4.45, Synergy_Bliss=-5.90, Synergy_Loewe=-34.1, Synergy_HSA=-4.67. (5) Drug 1: CCC1=CC2CC(C3=C(CN(C2)C1)C4=CC=CC=C4N3)(C5=C(C=C6C(=C5)C78CCN9C7C(C=CC9)(C(C(C8N6C)(C(=O)OC)O)OC(=O)C)CC)OC)C(=O)OC.C(C(C(=O)O)O)(C(=O)O)O. Drug 2: CC12CCC3C(C1CCC2O)C(CC4=C3C=CC(=C4)O)CCCCCCCCCS(=O)CCCC(C(F)(F)F)(F)F. Cell line: SK-OV-3. Synergy scores: CSS=45.0, Synergy_ZIP=-1.17, Synergy_Bliss=-1.45, Synergy_Loewe=-5.08, Synergy_HSA=-0.210.